This data is from Full USPTO retrosynthesis dataset with 1.9M reactions from patents (1976-2016). The task is: Predict the reactants needed to synthesize the given product. (1) Given the product [CH2:1]([N:5]1[C:10]2=[N:11][C:12](=[O:17])[N:13]([CH3:16])[C:14](=[O:15])[C:9]2=[N:8][C:7]([C:18]2[CH:19]=[CH:20][CH:21]=[CH:22][CH:23]=2)=[N:6]1)[CH2:2][CH2:3][CH3:4], predict the reactants needed to synthesize it. The reactants are: [CH2:1]([N:5]1[C:10]2=[N:11][C:12](=[O:17])[N:13]([CH3:16])[C:14](=[O:15])[C:9]2=[N:8][C:7]([C:18]2[CH:23]=[CH:22][CH:21]=[C:20](OC3C=CC=CC=3)[CH:19]=2)=[N:6]1)[CH2:2][CH2:3][CH3:4].C(=O)C1C=CC=CC=1. (2) Given the product [Cl:1][C:2]1[C:3]([CH2:9][NH:11][CH2:12][C@@H:13]([C:15]2[CH:20]=[CH:19][CH:18]=[CH:17][CH:16]=2)[OH:14])=[N:4][CH:5]=[C:6]([Cl:8])[N:7]=1, predict the reactants needed to synthesize it. The reactants are: [Cl:1][C:2]1[C:3]([CH:9]=O)=[N:4][CH:5]=[C:6]([Cl:8])[N:7]=1.[NH2:11][CH2:12][C@@H:13]([C:15]1[CH:20]=[CH:19][CH:18]=[CH:17][CH:16]=1)[OH:14].C(O[BH-](OC(=O)C)OC(=O)C)(=O)C.[Na+]. (3) Given the product [F:1][C:2]1[CH:3]=[CH:4][C:5]([C:8]2[S:12][C:11]([CH2:13][CH2:14][C:15]([OH:17])=[O:16])=[CH:10][CH:9]=2)=[CH:6][CH:7]=1, predict the reactants needed to synthesize it. The reactants are: [F:1][C:2]1[CH:7]=[CH:6][C:5]([C:8]2[S:12][C:11]([CH:13]=[CH:14][C:15]([OH:17])=[O:16])=[CH:10][CH:9]=2)=[CH:4][CH:3]=1.CO.C(O)(=O)C. (4) Given the product [F:17][CH:16]([F:18])[C:14]1[CH:13]=[CH:12][N:11]=[C:10]([NH:9][C:4]2[CH:3]=[C:2]([B:19]3[O:23][C:22]([CH3:25])([CH3:24])[C:21]([CH3:27])([CH3:26])[O:20]3)[CH:7]=[C:6]([CH3:8])[CH:5]=2)[N:15]=1, predict the reactants needed to synthesize it. The reactants are: Br[C:2]1[CH:3]=[C:4]([NH:9][C:10]2[N:15]=[C:14]([CH:16]([F:18])[F:17])[CH:13]=[CH:12][N:11]=2)[CH:5]=[C:6]([CH3:8])[CH:7]=1.[B:19]1([B:19]2[O:23][C:22]([CH3:25])([CH3:24])[C:21]([CH3:27])([CH3:26])[O:20]2)[O:23][C:22]([CH3:25])([CH3:24])[C:21]([CH3:27])([CH3:26])[O:20]1.C([O-])(=O)C.[K+]. (5) Given the product [Cl:30][C:31]1[CH:36]=[CH:35][C:34]([N:10]2[CH:11]=[CH:12][C:8]([N:3]3[C:2]([CH3:1])=[CH:6][CH:5]=[C:4]3[CH3:7])=[N:9]2)=[CH:33][CH:32]=1, predict the reactants needed to synthesize it. The reactants are: [CH3:1][C:2]1[N:3]([C:8]2[CH:12]=[CH:11][NH:10][N:9]=2)[C:4]([CH3:7])=[CH:5][CH:6]=1.C(=O)([O-])[O-].[Cs+].[Cs+].N1C2C(=CC=CC=2O)C=CC=1.[Cl:30][C:31]1[CH:36]=[CH:35][C:34](I)=[CH:33][CH:32]=1. (6) Given the product [F:1][C:2]1[CH:10]=[CH:9][C:5]([C:6]([O:8][CH3:17])=[O:7])=[C:4]([O:11][CH3:12])[CH:3]=1, predict the reactants needed to synthesize it. The reactants are: [F:1][C:2]1[CH:10]=[CH:9][C:5]([C:6]([OH:8])=[O:7])=[C:4]([O:11][CH3:12])[CH:3]=1.S(Cl)(Cl)=O.[CH3:17]O. (7) Given the product [CH:23]([N:11]1[N:10]=[C:9]([NH:8][C:26]2[CH:30]=[C:29]([CH3:31])[NH:28][N:27]=2)[C:18]2[C:13](=[CH:14][C:15]([C:19]([N:39]3[CH2:44][CH2:43][O:42][CH2:41][CH2:40]3)=[O:20])=[CH:16][CH:17]=2)[C:12]1=[O:22])([CH3:25])[CH3:24], predict the reactants needed to synthesize it. The reactants are: C(OC([N:8]([C:26]1[CH:30]=[C:29]([CH3:31])[N:28](C(OC(C)(C)C)=O)[N:27]=1)[C:9]1[C:18]2[C:13](=[CH:14][C:15]([C:19](O)=[O:20])=[CH:16][CH:17]=2)[C:12](=[O:22])[N:11]([CH:23]([CH3:25])[CH3:24])[N:10]=1)=O)(C)(C)C.[NH:39]1[CH2:44][CH2:43][O:42][CH2:41][CH2:40]1.F[B-](F)(F)F.N1(OC(N(C)C)=[N+](C)C)C2C=CC=CC=2N=N1.